This data is from Forward reaction prediction with 1.9M reactions from USPTO patents (1976-2016). The task is: Predict the product of the given reaction. (1) Given the reactants [CH2:1]([N:3]([CH2:38][CH3:39])[CH2:4][CH2:5][CH2:6][NH:7][C:8]1[N:9]=[C:10]([C:27]2[CH:28]=[C:29]([CH:33]=[C:34]([F:37])[C:35]=2[CH3:36])[C:30]([OH:32])=O)[C:11]2[CH:17]=[CH:16][C:15](=[O:18])[N:14]([C:19]3[C:24]([F:25])=[CH:23][CH:22]=[CH:21][C:20]=3[F:26])[C:12]=2[N:13]=1)[CH3:2].CN(C(ON1N=NC2C=CC=CC1=2)=[N+](C)C)C.F[P-](F)(F)(F)(F)F.C(N(CC)CC)C.[CH:71]1[N:75]=[C:74]([NH2:76])[S:73][CH:72]=1, predict the reaction product. The product is: [CH2:38]([N:3]([CH2:1][CH3:2])[CH2:4][CH2:5][CH2:6][NH:7][C:8]1[N:9]=[C:10]([C:27]2[CH:28]=[C:29]([CH:33]=[C:34]([F:37])[C:35]=2[CH3:36])[C:30]([NH:76][C:74]2[S:73][CH:72]=[CH:71][N:75]=2)=[O:32])[C:11]2[CH:17]=[CH:16][C:15](=[O:18])[N:14]([C:19]3[C:20]([F:26])=[CH:21][CH:22]=[CH:23][C:24]=3[F:25])[C:12]=2[N:13]=1)[CH3:39]. (2) Given the reactants [NH:1]1[CH2:5][CH2:4][CH2:3][CH2:2]1.[I:6][C:7]1[CH:8]=[C:9]([C:12](=[O:17])C(Cl)(Cl)Cl)[NH:10][CH:11]=1, predict the reaction product. The product is: [I:6][C:7]1[CH:8]=[C:9]([C:12]([N:1]2[CH2:5][CH2:4][CH2:3][CH2:2]2)=[O:17])[NH:10][CH:11]=1. (3) Given the reactants [I:1][C:2]1[CH:3]=[C:4]([CH:14]=[CH:15][CH:16]=1)[C:5](=[NH:13])[NH:6][C:7]1[CH:12]=[CH:11][CH:10]=[CH:9][CH:8]=1.Cl[CH2:18][CH:19]=O.C(=O)(O)[O-].[Na+], predict the reaction product. The product is: [I:1][C:2]1[CH:3]=[C:4]([C:5]2[N:6]([C:7]3[CH:12]=[CH:11][CH:10]=[CH:9][CH:8]=3)[CH:18]=[CH:19][N:13]=2)[CH:14]=[CH:15][CH:16]=1. (4) The product is: [O:46]1[C:50]2[CH:51]=[CH:52][C:53]([CH2:55][N:56]3[CH2:57][CH2:58][N:59]([C:18]([C:13]4[CH:12]=[C:11]5[C:16]([CH:17]=[C:9]([C:3]6[C:4]7[S:8][CH:7]=[CH:6][C:5]=7[NH:1][N:2]=6)[NH:10]5)=[CH:15][CH:14]=4)=[O:20])[CH2:60][CH2:61]3)=[CH:54][C:49]=2[O:48][CH2:47]1. Given the reactants [NH:1]1[C:5]2[CH:6]=[CH:7][S:8][C:4]=2[C:3]([C:9]2[NH:10][C:11]3[C:16]([CH:17]=2)=[CH:15][CH:14]=[C:13]([C:18]([OH:20])=O)[CH:12]=3)=[N:2]1.C1CCC(N=C=NC2CCCCC2)CC1.C1C=CC2N(O)N=NC=2C=1.[O:46]1[C:50]2[CH:51]=[CH:52][C:53]([CH2:55][N:56]3[CH2:61][CH2:60][NH:59][CH2:58][CH2:57]3)=[CH:54][C:49]=2[O:48][CH2:47]1.C(O)C(N)(CO)CO, predict the reaction product. (5) Given the reactants [Cl:1][C:2]1[CH:18]=[CH:17][C:5]2[CH2:6][CH2:7][N:8]([C:11](=[O:16])[C:12]([F:15])([F:14])[F:13])[CH2:9][CH2:10][C:4]=2[C:3]=1OS(C(F)(F)F)(=O)=O.[CH3:27][C:28]1([CH2:34][O:35][C:36]2[CH:43]=[CH:42][C:39]([CH2:40][NH2:41])=[CH:38][CH:37]=2)[CH2:33][CH2:32][CH2:31][CH2:30][CH2:29]1, predict the reaction product. The product is: [Cl:1][C:2]1[CH:18]=[CH:17][C:5]2[CH2:6][CH2:7][N:8]([C:11](=[O:16])[C:12]([F:15])([F:14])[F:13])[CH2:9][CH2:10][C:4]=2[C:3]=1[NH:41][CH2:40][C:39]1[CH:42]=[CH:43][C:36]([O:35][CH2:34][C:28]2([CH3:27])[CH2:33][CH2:32][CH2:31][CH2:30][CH2:29]2)=[CH:37][CH:38]=1. (6) Given the reactants [Br:1][C:2]1[CH:13]=[CH:12][C:5]([C:6]([NH:8][CH:9]2[CH2:11][CH2:10]2)=O)=[C:4]([CH3:14])[CH:3]=1.C([O-])([O-])=O.[Na+].[Na+], predict the reaction product. The product is: [Br:1][C:2]1[CH:13]=[CH:12][C:5]([CH2:6][NH:8][CH:9]2[CH2:10][CH2:11]2)=[C:4]([CH3:14])[CH:3]=1.